Dataset: Full USPTO retrosynthesis dataset with 1.9M reactions from patents (1976-2016). Task: Predict the reactants needed to synthesize the given product. (1) Given the product [CH2:17]([N:5]1[CH:6]=[CH:7][CH:8]=[C:3]([CH2:2][OH:1])[C:4]1=[O:9])[CH2:18][CH2:19][CH3:20], predict the reactants needed to synthesize it. The reactants are: [OH:1][CH2:2][C:3]1[C:4](=[O:9])[NH:5][CH:6]=[CH:7][CH:8]=1.C(=O)([O-])[O-].[K+].[K+].I[CH2:17][CH2:18][CH2:19][CH3:20]. (2) Given the product [F:1][C:2]([F:12])([F:11])[CH:3]([CH3:10])[CH2:4][CH2:5][OH:6], predict the reactants needed to synthesize it. The reactants are: [F:1][C:2]([F:12])([F:11])[CH:3]([CH3:10])[CH2:4][C:5](OCC)=[O:6].[H-].[H-].[H-].[H-].[Li+].[Al+3].